From a dataset of Catalyst prediction with 721,799 reactions and 888 catalyst types from USPTO. Predict which catalyst facilitates the given reaction. Reactant: [Br:1][C:2]1[CH:19]=[CH:18][C:5]([CH2:6][O:7][CH2:8][CH2:9][C:10]2O[N:13]=[C:12](C(O)=O)[CH:11]=2)=[CH:4][CH:3]=1.C(N(CC)CC)C.Cl.C(N=C=NCCCN(C)C)C.[OH:39][N:40]1C2C=CC=CC=2N=N1.[O:49]1[CH2:53][CH2:52][CH:51]([CH2:54]N)[CH2:50]1.[OH2:56]. Product: [O:49]1[CH2:53][CH2:52][CH:51]([CH2:54][NH:13][C:12]([C:11]2[CH:10]=[C:9]([CH2:8][O:7][CH2:6][C:5]3[CH:4]=[CH:3][C:2]([Br:1])=[CH:19][CH:18]=3)[O:39][N:40]=2)=[O:56])[CH2:50]1. The catalyst class is: 22.